Dataset: Peptide-MHC class II binding affinity with 134,281 pairs from IEDB. Task: Regression. Given a peptide amino acid sequence and an MHC pseudo amino acid sequence, predict their binding affinity value. This is MHC class II binding data. (1) The peptide sequence is YAIGGSSNPTILSEG. The MHC is DRB1_0901 with pseudo-sequence DRB1_0901. The binding affinity (normalized) is 0.409. (2) The peptide sequence is DILDSHLVEKLCHEV. The MHC is DRB1_0101 with pseudo-sequence DRB1_0101. The binding affinity (normalized) is 0.472. (3) The peptide sequence is KLGEVSWEEEAEISG. The MHC is DRB3_0101 with pseudo-sequence DRB3_0101. The binding affinity (normalized) is 0. (4) The peptide sequence is AAATAGTTAYGAFAA. The MHC is HLA-DQA10102-DQB10602 with pseudo-sequence HLA-DQA10102-DQB10602. The binding affinity (normalized) is 0.761. (5) The peptide sequence is QIHQYIMALREEYFD. The MHC is HLA-DQA10102-DQB10602 with pseudo-sequence HLA-DQA10102-DQB10602. The binding affinity (normalized) is 0.372. (6) The peptide sequence is VSMHEVKDFDPDVFR. The MHC is DRB1_0101 with pseudo-sequence DRB1_0101. The binding affinity (normalized) is 0.0277. (7) The peptide sequence is PRSLFPEFSELFAAF. The MHC is DRB1_1501 with pseudo-sequence DRB1_1501. The binding affinity (normalized) is 0.382. (8) The peptide sequence is GVAQGGVFHTMWHVT. The MHC is DRB4_0103 with pseudo-sequence DRB4_0103. The binding affinity (normalized) is 0.536. (9) The peptide sequence is DKGIPFMKMNISVIMK. The MHC is DRB1_0801 with pseudo-sequence DRB1_0801. The binding affinity (normalized) is 0.590. (10) The peptide sequence is KIPTHRHIVGKPCPK. The MHC is DRB1_0701 with pseudo-sequence DRB1_0701. The binding affinity (normalized) is 0.205.